This data is from Catalyst prediction with 721,799 reactions and 888 catalyst types from USPTO. The task is: Predict which catalyst facilitates the given reaction. (1) Reactant: [IH:1].[Br:2][C:3]1[CH:21]=[N:20][C:6]2[N:7]=[C:8]([N:14]3[CH2:17][CH:16]([NH:18][CH3:19])[CH2:15]3)[C:9]3[N:10]([CH:11]=[N:12][N:13]=3)[C:5]=2[CH:4]=1. Product: [IH:1].[Br:2][C:3]1[CH:21]=[N:20][C:6]2[N:7]=[C:8]([N:14]3[CH2:17][CH:16]([NH:18][CH3:19])[CH2:15]3)[C:9]3[N:10]([CH:11]=[N:12][N:13]=3)[C:5]=2[CH:4]=1. The catalyst class is: 8. (2) Reactant: [Br:1][C:2]1[CH:7]=[C:6]([CH3:8])[C:5]([NH2:9])=[C:4]([I:10])[CH:3]=1.[N:11]([O-])=O.[Na+]. Product: [Br:1][C:2]1[CH:7]=[C:6]2[C:5](=[C:4]([I:10])[CH:3]=1)[NH:9][N:11]=[CH:8]2. The catalyst class is: 86. (3) Reactant: [CH2:1]([NH2:3])[CH3:2].O=[C:5]1[CH2:11][CH2:10][CH2:9][N:8]([C:12]([O:14][C:15]([CH3:18])([CH3:17])[CH3:16])=[O:13])[CH2:7][CH2:6]1.C1COCC1.C(O)(=O)C.C(O[BH-](OC(=O)C)OC(=O)C)(=O)C.[Na+].C([O-])(O)=O.[Na+]. Product: [CH2:1]([NH:3][CH:5]1[CH2:11][CH2:10][CH2:9][N:8]([C:12]([O:14][C:15]([CH3:18])([CH3:17])[CH3:16])=[O:13])[CH2:7][CH2:6]1)[CH3:2]. The catalyst class is: 2. (4) Reactant: [N:1]1([C:6]2[CH:7]=[C:8]3[C:16](=[CH:17][CH:18]=2)[NH:15][C:14]2[CH:13]([CH:19]4[CH2:24][CH2:23][O:22][CH2:21][CH2:20]4)[N:12](C(OC(C)(C)C)=O)[CH:11]([C:32]4[NH:33][CH:34]=[C:35]([C:37]5[CH:42]=[CH:41][C:40]([F:43])=[CH:39][CH:38]=5)[N:36]=4)[CH2:10][C:9]3=2)[CH:5]=[CH:4][CH:3]=[N:2]1.Cl. Product: [N:1]1([C:6]2[CH:7]=[C:8]3[C:16](=[CH:17][CH:18]=2)[NH:15][C:14]2[CH:13]([CH:19]4[CH2:24][CH2:23][O:22][CH2:21][CH2:20]4)[NH:12][CH:11]([C:32]4[NH:33][CH:34]=[C:35]([C:37]5[CH:38]=[CH:39][C:40]([F:43])=[CH:41][CH:42]=5)[N:36]=4)[CH2:10][C:9]3=2)[CH:5]=[CH:4][CH:3]=[N:2]1. The catalyst class is: 5. (5) Reactant: [N:1]1([CH2:7][CH2:8][OH:9])[CH2:6][CH2:5][O:4][CH2:3][CH2:2]1.[H-].[Na+].[Br:12][C:13]1[CH:14]=[N:15][CH:16]=[C:17](Br)[CH:18]=1. Product: [Br:12][C:13]1[CH:18]=[C:17]([O:9][CH2:8][CH2:7][N:1]2[CH2:6][CH2:5][O:4][CH2:3][CH2:2]2)[CH:16]=[N:15][CH:14]=1. The catalyst class is: 3. (6) Product: [F:1][C:2]1[C:3]([I:29])=[C:4]([NH:8][C:9](=[O:15])[O:10][C:11]([CH3:12])([CH3:14])[CH3:13])[CH:5]=[N:6][CH:7]=1. Reactant: [F:1][C:2]1[CH:3]=[C:4]([NH:8][C:9](=[O:15])[O:10][C:11]([CH3:14])([CH3:13])[CH3:12])[CH:5]=[N:6][CH:7]=1.CN(C)CCN(C)C.[Li]CCCC.[I:29]I.Cl. The catalyst class is: 385.